Dataset: Full USPTO retrosynthesis dataset with 1.9M reactions from patents (1976-2016). Task: Predict the reactants needed to synthesize the given product. (1) Given the product [CH3:4][C:5]([CH3:36])([CH3:35])[CH2:6][C:7]1[N:8]=[C:9]([C:18]([OH:34])([CH3:1])[CH2:19][C:20]2[CH:25]=[CH:24][C:23]([C:26]3[CH:31]=[CH:30][C:29]([F:32])=[CH:28][N:27]=3)=[CH:22][C:21]=2[F:33])[N:10]([S:12]([N:15]([CH3:17])[CH3:16])(=[O:14])=[O:13])[CH:11]=1, predict the reactants needed to synthesize it. The reactants are: [CH3:1][Mg]Br.[CH3:4][C:5]([CH3:36])([CH3:35])[CH2:6][C:7]1[N:8]=[C:9]([C:18](=[O:34])[CH2:19][C:20]2[CH:25]=[CH:24][C:23]([C:26]3[CH:31]=[CH:30][C:29]([F:32])=[CH:28][N:27]=3)=[CH:22][C:21]=2[F:33])[N:10]([S:12]([N:15]([CH3:17])[CH3:16])(=[O:14])=[O:13])[CH:11]=1. (2) Given the product [Br:8][C:4]1[N:3]=[C:2]([NH:13][C:9]([CH3:12])([CH3:11])[CH3:10])[CH:7]=[CH:6][CH:5]=1, predict the reactants needed to synthesize it. The reactants are: Br[C:2]1[CH:7]=[CH:6][CH:5]=[C:4]([Br:8])[N:3]=1.[C:9]([NH2:13])([CH3:12])([CH3:11])[CH3:10].